This data is from Catalyst prediction with 721,799 reactions and 888 catalyst types from USPTO. The task is: Predict which catalyst facilitates the given reaction. (1) Reactant: Br[C:2]1[CH:3]=[C:4]([NH:8][C@H:9]([C:17]2[CH:22]=[CH:21][CH:20]=[CH:19][CH:18]=2)[CH2:10][NH:11][C:12](=[O:16])[CH2:13][O:14][CH3:15])[CH:5]=[N:6][CH:7]=1.[F:23][C:24]1[C:32]2[C:27](=[CH:28][CH:29]=[C:30](B3OC(C)(C)C(C)(C)O3)[CH:31]=2)[NH:26][N:25]=1.C([O-])([O-])=O.[K+].[K+]. Product: [F:23][C:24]1[C:32]2[C:27](=[CH:28][CH:29]=[C:30]([C:2]3[CH:3]=[C:4]([NH:8][C@H:9]([C:17]4[CH:22]=[CH:21][CH:20]=[CH:19][CH:18]=4)[CH2:10][NH:11][C:12](=[O:16])[CH2:13][O:14][CH3:15])[CH:5]=[N:6][CH:7]=3)[CH:31]=2)[NH:26][N:25]=1. The catalyst class is: 38. (2) Reactant: [F:1][C:2]1[CH:3]=[C:4]([CH:7]=[CH:8][C:9]=1[F:10])[C:5]#[N:6].[Cl-].[OH:12][NH3+:13].C(=O)(O)[O-].[Na+]. Product: [F:1][C:2]1[CH:3]=[C:4]([C:5](=[N:13][OH:12])[NH2:6])[CH:7]=[CH:8][C:9]=1[F:10]. The catalyst class is: 40. (3) Reactant: C([N:8]1[C:12]2=[N:13][CH:14]=[C:15]([N:25]([CH3:45])[C:26](=[O:44])[C:27]([C:30]3[CH:35]=[C:34]([C:36]([F:39])([F:38])[F:37])[CH:33]=[C:32]([C:40]([F:43])([F:42])[F:41])[CH:31]=3)([CH3:29])[CH3:28])[C:16]([C:17]3[CH:22]=[CH:21][C:20]([F:23])=[CH:19][C:18]=3[CH3:24])=[C:11]2[CH:10]=[N:9]1)C1C=CC=CC=1.Cl. Product: [F:43][C:40]([F:41])([F:42])[C:32]1[CH:31]=[C:30]([C:27]([CH3:29])([CH3:28])[C:26]([N:25]([C:15]2[C:16]([C:17]3[CH:22]=[CH:21][C:20]([F:23])=[CH:19][C:18]=3[CH3:24])=[C:11]3[CH:10]=[N:9][NH:8][C:12]3=[N:13][CH:14]=2)[CH3:45])=[O:44])[CH:35]=[C:34]([C:36]([F:37])([F:38])[F:39])[CH:33]=1. The catalyst class is: 19. (4) Reactant: [C:1]([C:3]1[N:4]=[CH:5][CH:6]=[C:7]2[C:12](=[O:13])[C:11]([C:14]3[CH:19]=[CH:18][C:17]([C:20]4([NH:24]C(=O)OC(C)(C)C)[CH2:23][CH2:22][CH2:21]4)=[CH:16][CH:15]=3)=[C:10]([C:32]3[CH:37]=[CH:36][CH:35]=[CH:34][CH:33]=3)[O:9][C:8]=12)#[N:2].[ClH:38]. Product: [ClH:38].[NH2:24][C:20]1([C:17]2[CH:16]=[CH:15][C:14]([C:11]3[C:12](=[O:13])[C:7]4[C:8]([O:9][C:10]=3[C:32]3[CH:33]=[CH:34][CH:35]=[CH:36][CH:37]=3)=[C:3]([C:1]#[N:2])[N:4]=[CH:5][CH:6]=4)=[CH:19][CH:18]=2)[CH2:23][CH2:22][CH2:21]1. The catalyst class is: 135. (5) Reactant: [Br:1][C:2]1[C:6]2=[N:7][CH:8]=[C:9]([C:11]([O:13]C)=[O:12])[CH:10]=[C:5]2[NH:4][CH:3]=1.[ClH:15]. Product: [ClH:15].[Br:1][C:2]1[C:6]2=[N:7][CH:8]=[C:9]([C:11]([OH:13])=[O:12])[CH:10]=[C:5]2[NH:4][CH:3]=1. The catalyst class is: 12. (6) Reactant: C([O-])([O-])=O.[Cs+].[Cs+].[CH:7]1([C@H:11]([NH:13][C:14]2[N:22]=[C:21]([C:23]#[N:24])[N:20]=[C:19]3[C:15]=2[N:16]([CH2:34][C@H:35]2[CH2:40][CH2:39][C@H:38]([CH3:41])[CH2:37][CH2:36]2)[C:17]([C:25]2[CH:30]=[C:29]([CH:31]([CH3:33])[CH3:32])[CH:28]=[CH:27][N:26]=2)=[N:18]3)[CH3:12])[CH2:10][CH2:9][CH2:8]1.[CH3:42]I. Product: [CH:7]1([C@H:11]([N:13]([CH3:42])[C:14]2[N:22]=[C:21]([C:23]#[N:24])[N:20]=[C:19]3[C:15]=2[N:16]([CH2:34][C@H:35]2[CH2:36][CH2:37][C@H:38]([CH3:41])[CH2:39][CH2:40]2)[C:17]([C:25]2[CH:30]=[C:29]([CH:31]([CH3:33])[CH3:32])[CH:28]=[CH:27][N:26]=2)=[N:18]3)[CH3:12])[CH2:8][CH2:9][CH2:10]1. The catalyst class is: 3. (7) Reactant: [CH3:1][N:2]1[C:6]([CH3:7])=[CH:5][C:4]([C:8]([NH2:10])=O)=[N:3]1. Product: [CH3:1][N:2]1[C:6]([CH3:7])=[CH:5][C:4]([C:8]#[N:10])=[N:3]1. The catalyst class is: 286. (8) Reactant: [O:1]1[C:5]2[CH:6]=[CH:7][C:8]([CH2:10][CH2:11][C:12]([N:14]3[CH2:19][CH:18]4[CH:16]([C:17]4([C:21]4[CH:22]=[C:23]([NH:27][S:28]([CH3:31])(=[O:30])=[O:29])[CH:24]=[CH:25][CH:26]=4)[CH3:20])[CH2:15]3)=O)=[CH:9][C:4]=2[O:3][CH2:2]1.[H-].[Al+3].[Li+].[H-].[H-].[H-].O.C(=O)([O-])O.[Na+]. Product: [O:1]1[C:5]2[CH:6]=[CH:7][C:8]([CH2:10][CH2:11][CH2:12][N:14]3[CH2:19][CH:18]4[CH:16]([C:17]4([C:21]4[CH:22]=[C:23]([NH:27][S:28]([CH3:31])(=[O:30])=[O:29])[CH:24]=[CH:25][CH:26]=4)[CH3:20])[CH2:15]3)=[CH:9][C:4]=2[O:3][CH2:2]1. The catalyst class is: 54. (9) Reactant: S([O-])([O-])=O.[Na+].[Na+].Cl[S:8]([C:11]1[CH:12]=[C:13]([CH:17]=[CH:18][C:19]=1[F:20])[C:14]([OH:16])=[O:15])(=[O:10])=[O:9].[OH-].[Na+]. Product: [F:20][C:19]1[CH:18]=[CH:17][C:13]([C:14]([OH:16])=[O:15])=[CH:12][C:11]=1[S:8]([OH:10])=[O:9]. The catalyst class is: 6. (10) Reactant: Cl[C:2]1[C:11]([C:12]2[CH:17]=[CH:16][CH:15]=[CH:14][CH:13]=2)=[N:10][C:9]2[C:4](=[CH:5][CH:6]=[CH:7][CH:8]=2)[N:3]=1.[NH:18]1[CH2:23][CH2:22][CH:21]([OH:24])[CH2:20][CH2:19]1.C(N(C(C)C)C(C)C)C. The catalyst class is: 18. Product: [C:12]1([C:11]2[C:2]([N:18]3[CH2:23][CH2:22][CH:21]([OH:24])[CH2:20][CH2:19]3)=[N:3][C:4]3[C:9]([N:10]=2)=[CH:8][CH:7]=[CH:6][CH:5]=3)[CH:17]=[CH:16][CH:15]=[CH:14][CH:13]=1.